Dataset: Full USPTO retrosynthesis dataset with 1.9M reactions from patents (1976-2016). Task: Predict the reactants needed to synthesize the given product. (1) Given the product [CH3:1][C:2]1([CH3:14])[C:6]([CH3:7])([CH3:8])[O:5][B:4]([C:9]2[CH:13]=[N:12][N:11]([C:20]([O:19][C:16]([CH3:18])([CH3:17])[CH3:15])=[O:21])[CH:10]=2)[O:3]1, predict the reactants needed to synthesize it. The reactants are: [CH3:1][C:2]1([CH3:14])[C:6]([CH3:8])([CH3:7])[O:5][B:4]([C:9]2[CH:10]=[N:11][NH:12][CH:13]=2)[O:3]1.[CH3:15][C:16]([O:19][C:20](O[C:20]([O:19][C:16]([CH3:18])([CH3:17])[CH3:15])=[O:21])=[O:21])([CH3:18])[CH3:17]. (2) Given the product [C:1]([N:5]1[CH:9]=[C:8]2[O:10][C:11]3([CH2:31][CH:32]([OH:33])[C:7]2=[N:6]1)[CH2:16][CH2:15][N:14]([C:17]([C:18]1[CH:23]=[CH:22][C:21]([O:24][CH:25]([CH3:26])[CH3:27])=[C:20]([O:28][CH3:29])[CH:19]=1)=[O:30])[CH2:13][CH2:12]3)([CH3:2])([CH3:4])[CH3:3], predict the reactants needed to synthesize it. The reactants are: [C:1]([N:5]1[CH:9]=[C:8]2[O:10][C:11]3([CH2:31][C:32](=[O:33])[C:7]2=[N:6]1)[CH2:16][CH2:15][N:14]([C:17](=[O:30])[C:18]1[CH:23]=[CH:22][C:21]([O:24][CH:25]([CH3:27])[CH3:26])=[C:20]([O:28][CH3:29])[CH:19]=1)[CH2:13][CH2:12]3)([CH3:4])([CH3:3])[CH3:2].[BH4-].[Na+]. (3) The reactants are: [F:1][C@H:2]1[C@H:7]([O:8][Si:9]([CH:16]([CH3:18])[CH3:17])([CH:13]([CH3:15])[CH3:14])[CH:10]([CH3:12])[CH3:11])[C@@H:6]([CH2:19][O:20][Si:21]([CH:28]([CH3:30])[CH3:29])([CH:25]([CH3:27])[CH3:26])[CH:22]([CH3:24])[CH3:23])[O:5][CH:3]1[OH:4].C(N(CC)CC)C.CS([Cl:42])(=O)=O. Given the product [Cl:42][C:3]1([O:5][C@H:6]([CH2:19][O:20][Si:21]([CH:22]([CH3:24])[CH3:23])([CH:25]([CH3:27])[CH3:26])[CH:28]([CH3:30])[CH3:29])[C@@H:7]([O:8][Si:9]([CH:10]([CH3:12])[CH3:11])([CH:16]([CH3:17])[CH3:18])[CH:13]([CH3:14])[CH3:15])[C@@H:2]1[F:1])[OH:4], predict the reactants needed to synthesize it. (4) The reactants are: [Br:1][C:2]1[CH:7]=[CH:6][C:5]([C:8]([CH3:14])([CH3:13])[C:9]([O:11]C)=[O:10])=[CH:4][CH:3]=1.[Li+].[OH-]. Given the product [Br:1][C:2]1[CH:3]=[CH:4][C:5]([C:8]([CH3:14])([CH3:13])[C:9]([OH:11])=[O:10])=[CH:6][CH:7]=1, predict the reactants needed to synthesize it. (5) Given the product [C:1]([O:5][C:6]([N:8]1[CH2:12][CH2:11][CH2:10][C@H:9]1[CH2:13][O:14][CH2:15][C:16](=[O:18])[N:56]([CH3:57])[C@@H:44]([C:43](=[O:58])[N:42]([CH3:41])[C@@H:59]([C:67](=[O:70])[NH:68][CH3:69])[CH2:60][C:61]1[CH:66]=[CH:65][CH:64]=[CH:63][CH:62]=1)[CH2:45][C:46]1[CH:55]=[CH:54][C:53]2[C:48](=[CH:49][CH:50]=[CH:51][CH:52]=2)[CH:47]=1)=[O:7])([CH3:2])([CH3:3])[CH3:4], predict the reactants needed to synthesize it. The reactants are: [C:1]([O:5][C:6]([N:8]1[CH2:12][CH2:11][CH2:10][C@H:9]1[CH2:13][O:14][CH2:15][C:16]([OH:18])=O)=[O:7])([CH3:4])([CH3:3])[CH3:2].ON1C2N=CC=CC=2N=N1.Cl.C(N=C=NCCCN(C)C)C.[CH3:41][N:42]([C@@H:59]([C:67](=[O:70])[NH:68][CH3:69])[CH2:60][C:61]1[CH:66]=[CH:65][CH:64]=[CH:63][CH:62]=1)[C:43](=[O:58])[C@H:44]([NH:56][CH3:57])[CH2:45][C:46]1[CH:55]=[CH:54][C:53]2[C:48](=[CH:49][CH:50]=[CH:51][CH:52]=2)[CH:47]=1.C(N(C(C)C)CC)(C)C. (6) Given the product [C:1]([O:5][C:6]([N:7]([CH2:8][CH2:9][C:10]1[CH:11]=[CH:12][CH:13]=[CH:14][CH:15]=1)[CH2:20][CH2:21][CH2:22][S:33][C:25]1[NH:24][C:28]2[CH:29]=[CH:30][CH:31]=[CH:32][C:27]=2[N:26]=1)=[O:16])([CH3:4])([CH3:2])[CH3:3], predict the reactants needed to synthesize it. The reactants are: [C:1]([O:5][C:6](=[O:16])[NH:7][CH2:8][CH2:9][C:10]1[CH:15]=[CH:14][CH:13]=[CH:12][CH:11]=1)([CH3:4])([CH3:3])[CH3:2].[H-].[Na+].Cl[CH2:20][CH2:21][CH2:22]I.[NH:24]1[C:28]2[CH:29]=[CH:30][CH:31]=[CH:32][C:27]=2[N:26]=[C:25]1[S-:33].[Na+].